Dataset: Reaction yield outcomes from USPTO patents with 853,638 reactions. Task: Predict the reaction yield, written as a fraction of the theoretical maximum amount of product (1.0 means a 100% yield; for example, 0.34 means a 34% yield). (1) The reactants are [Cl:1][C:2]1[CH:3]=[C:4]([CH:12]([CH2:22][CH:23]2[CH2:27][CH2:26][C:25](=O)[CH2:24]2)[C:13]([NH:15][C:16]2[CH:21]=[N:20][CH:19]=[CH:18][N:17]=2)=[O:14])[CH:5]=[CH:6][C:7]=1[S:8]([CH3:11])(=[O:10])=[O:9].Cl.[CH3:30][O:31][NH2:32]. The catalyst is CO.N1C=CC=CC=1. The product is [Cl:1][C:2]1[CH:3]=[C:4]([CH:12]([CH2:22][CH:23]2[CH2:27][CH2:26][C:25](=[N:32][O:31][CH3:30])[CH2:24]2)[C:13]([NH:15][C:16]2[CH:21]=[N:20][CH:19]=[CH:18][N:17]=2)=[O:14])[CH:5]=[CH:6][C:7]=1[S:8]([CH3:11])(=[O:10])=[O:9]. The yield is 0.780. (2) The reactants are [Br:1][C:2]1[CH:10]=[C:6]([C:7]([OH:9])=O)[C:5]([OH:11])=[CH:4][CH:3]=1.[CH2:12]([O:14][C:15]([C:17]1[S:21][C:20]([NH2:22])=[N:19][C:18]=1[C:23]1[CH:28]=[CH:27][CH:26]=[CH:25][CH:24]=1)=[O:16])[CH3:13]. No catalyst specified. The product is [CH2:12]([O:14][C:15]([C:17]1[S:21][C:20]([NH:22][C:7](=[O:9])[C:6]2[CH:10]=[C:2]([Br:1])[CH:3]=[CH:4][C:5]=2[OH:11])=[N:19][C:18]=1[C:23]1[CH:28]=[CH:27][CH:26]=[CH:25][CH:24]=1)=[O:16])[CH3:13]. The yield is 0.286. (3) The reactants are [CH2:1]([NH2:8])[C:2]1[CH:7]=[CH:6][CH:5]=[CH:4][CH:3]=1.[C:9]([O:13][C:14]([N:16]1[CH2:22][CH2:21][C:18]2([O:20][CH2:19]2)[CH2:17]1)=[O:15])([CH3:12])([CH3:11])[CH3:10]. The catalyst is CO. The product is [C:9]([O:13][C:14]([N:16]1[CH2:22][CH2:21][C:18]([CH2:19][NH:8][CH2:1][C:2]2[CH:7]=[CH:6][CH:5]=[CH:4][CH:3]=2)([OH:20])[CH2:17]1)=[O:15])([CH3:12])([CH3:10])[CH3:11]. The yield is 1.00. (4) The reactants are [NH2:1][CH:2]([C:11]1[CH:16]=[CH:15][CH:14]=[CH:13][CH:12]=1)[C:3]1([N:8]([CH3:10])[CH3:9])[CH2:7][CH2:6][CH2:5][CH2:4]1.CN(C)C1(C(C2C=CC=CC=2)NC(=O)C2C(C)=CC=CC=2C)CCOC1.[Cl:43][C:44]1[CH:52]=[CH:51][C:47]([C:48](O)=[O:49])=[C:46]([CH3:53])[CH:45]=1.C1C=CC2N(O)N=NC=2C=1.C1CCC(N=C=NC2CCCCC2)CC1.C(=O)(O)[O-].[Na+]. The catalyst is C(Cl)Cl. The product is [Cl:43][C:44]1[CH:52]=[CH:51][C:47]([C:48]([NH:1][CH:2]([C:3]2([N:8]([CH3:10])[CH3:9])[CH2:7][CH2:6][CH2:5][CH2:4]2)[C:11]2[CH:12]=[CH:13][CH:14]=[CH:15][CH:16]=2)=[O:49])=[C:46]([CH3:53])[CH:45]=1. The yield is 0.430.